Dataset: Catalyst prediction with 721,799 reactions and 888 catalyst types from USPTO. Task: Predict which catalyst facilitates the given reaction. (1) Reactant: C[Si]([N-][Si](C)(C)C)(C)C.[K+].[NH2:11][C:12]1[CH:17]=[CH:16][C:15]([OH:18])=[CH:14][C:13]=1[N+:19]([O-:21])=[O:20].Cl[C:23]1[CH:28]=[CH:27][N:26]=[C:25]([C:29]([O:31][C:32]([CH3:35])([CH3:34])[CH3:33])=[O:30])[CH:24]=1.C(=O)([O-])[O-].[K+].[K+]. Product: [NH2:11][C:12]1[CH:17]=[CH:16][C:15]([O:18][C:23]2[CH:28]=[CH:27][N:26]=[C:25]([C:29]([O:31][C:32]([CH3:35])([CH3:34])[CH3:33])=[O:30])[CH:24]=2)=[CH:14][C:13]=1[N+:19]([O-:21])=[O:20]. The catalyst class is: 9. (2) Reactant: [C:1]([C:3](=[C:7]([NH:10][C:11]1[CH:16]=[CH:15][C:14]([N:17]([CH3:19])[CH3:18])=[CH:13][CH:12]=1)SC)[C:4]([NH2:6])=[O:5])#[N:2].O.[NH2:21][NH2:22]. Product: [NH2:2][C:1]1[NH:22][N:21]=[C:7]([NH:10][C:11]2[CH:16]=[CH:15][C:14]([N:17]([CH3:19])[CH3:18])=[CH:13][CH:12]=2)[C:3]=1[C:4]([NH2:6])=[O:5]. The catalyst class is: 8. (3) Reactant: [F:1][C:2]([F:14])([F:13])[O:3][C:4]1[CH:5]=[C:6](B(O)O)[CH:7]=[CH:8][CH:9]=1.Cl[C:16]1[C:17]([N:22]2[CH2:27][CH2:26][N:25]([CH2:28][C:29]3[C:30]([CH3:35])=[N:31][N:32]([CH3:34])[CH:33]=3)[CH2:24][CH2:23]2)=[N:18][CH:19]=[CH:20][N:21]=1.CN(C)C(=O)C.C(=O)([O-])[O-].[K+].[K+]. Product: [CH3:34][N:32]1[CH:33]=[C:29]([CH2:28][N:25]2[CH2:24][CH2:23][N:22]([C:17]3[C:16]([C:6]4[CH:7]=[CH:8][CH:9]=[C:4]([O:3][C:2]([F:14])([F:13])[F:1])[CH:5]=4)=[N:21][CH:20]=[CH:19][N:18]=3)[CH2:27][CH2:26]2)[C:30]([CH3:35])=[N:31]1. The catalyst class is: 103. (4) Reactant: [CH3:1][O:2][CH2:3][O:4][C:5]1[CH:6]=[N:7][CH:8]=[CH:9][C:10]=1[C:11]1[CH2:16][CH2:15][N:14]([C:17]([O:19][C:20]([CH3:23])([CH3:22])[CH3:21])=[O:18])[CH2:13][C:12]=1[C:24]([O:26][CH2:27][CH3:28])=[O:25].[Mg]. Product: [CH3:1][O:2][CH2:3][O:4][C:5]1[CH:6]=[N:7][CH:8]=[CH:9][C:10]=1[C@H:11]1[CH2:16][CH2:15][N:14]([C:17]([O:19][C:20]([CH3:23])([CH3:21])[CH3:22])=[O:18])[CH2:13][C@H:12]1[C:24]([O:26][CH2:27][CH3:28])=[O:25]. The catalyst class is: 5.